From a dataset of Full USPTO retrosynthesis dataset with 1.9M reactions from patents (1976-2016). Predict the reactants needed to synthesize the given product. (1) The reactants are: [CH3:1][CH:2]([CH3:6])[CH2:3][CH2:4][NH2:5].C1(CCCN)C=CC=CC=1.[CH2:17]1[C:25]2[C:20](=[CH:21][CH:22]=[CH:23][CH:24]=2)[CH2:19][N:18]1[C:26]([NH:28][CH2:29][CH2:30][C:31](O)=[O:32])=[O:27].C1C2C(=CC=CC=2)CN1C(NC1C=CC(C(O)=O)=CC=1)=O. Given the product [CH3:1][CH:2]([CH3:6])[CH2:3][CH2:4][NH:5][C:31](=[O:32])[CH2:30][CH2:29][NH:28][C:26]([N:18]1[CH2:17][C:25]2[C:20](=[CH:21][CH:22]=[CH:23][CH:24]=2)[CH2:19]1)=[O:27], predict the reactants needed to synthesize it. (2) Given the product [CH2:14]([O:13][C:11](/[CH:10]=[CH:9]/[C:5]1[CH:6]=[C:30](/[CH:29]=[CH:22]/[C:21]([O:20][C:16]([CH3:17])([CH3:18])[CH3:19])=[O:31])[CH:1]=[CH:3][CH:4]=1)=[O:12])[CH3:15], predict the reactants needed to synthesize it. The reactants are: [CH:1]([C:3]1[CH:4]=[C:5](/[CH:9]=[CH:10]/[C:11]([O:13][CH2:14][CH3:15])=[O:12])[CH:6]=CC=1)=O.[C:16]([O:20][C:21](=[O:31])[C:22]([CH2:29][CH3:30])(CC)P(O)(O)=O)([CH3:19])([CH3:18])[CH3:17].[H-].[Na+]. (3) Given the product [CH:32]1([CH2:31][O:30][C:22]2[CH:23]=[CH:24][C:25]3[O:26][CH2:27][O:28][C:29]=3[C:21]=2[C:20]2[CH:19]=[CH:18][N:17]=[C:16]3[C:12]([C:10]([NH:9][C@H:6]4[CH2:7][CH2:8][C@@H:3]([NH:2][C:39](=[O:40])[CH2:38][O:37][CH3:36])[CH2:4][CH2:5]4)=[O:11])=[C:13]([CH3:35])[NH:14][C:15]=23)[CH2:33][CH2:34]1, predict the reactants needed to synthesize it. The reactants are: Cl.[NH2:2][C@@H:3]1[CH2:8][CH2:7][C@H:6]([NH:9][C:10]([C:12]2[C:16]3=[N:17][CH:18]=[CH:19][C:20]([C:21]4[C:29]5[O:28][CH2:27][O:26][C:25]=5[CH:24]=[CH:23][C:22]=4[O:30][CH2:31][CH:32]4[CH2:34][CH2:33]4)=[C:15]3[NH:14][C:13]=2[CH3:35])=[O:11])[CH2:5][CH2:4]1.[CH3:36][O:37][CH2:38][C:39](Cl)=[O:40]. (4) Given the product [CH:1]1([NH:4][S:6]([C:9]2[CH:10]=[CH:11][C:12]([CH2:15][C:16]([OH:18])=[O:17])=[CH:13][CH:14]=2)(=[O:8])=[O:7])[CH2:3][CH2:2]1, predict the reactants needed to synthesize it. The reactants are: [CH:1]1([NH2:4])[CH2:3][CH2:2]1.Cl[S:6]([C:9]1[CH:14]=[CH:13][C:12]([CH2:15][C:16]([OH:18])=[O:17])=[CH:11][CH:10]=1)(=[O:8])=[O:7]. (5) Given the product [CH3:62][C:49]1([CH3:63])[C@@H:50]([C:52]([O:1][C@H:2]2[CH2:19][CH2:18][C@@:17]3([CH3:20])[C@@H:4]([CH2:5][CH2:6][C@:7]4([CH3:37])[C@@H:16]3[CH2:15][CH2:14][C@H:13]3[C@@:8]4([CH3:36])[CH2:9][CH2:10][C@@:11]4([C:28]([N:30]5[CH2:35][CH2:34][O:33][CH2:32][CH2:31]5)=[O:29])[CH2:23][CH2:22][C@@H:21]([C:24]5([CH3:27])[CH2:26][CH2:25]5)[C@@H:12]43)[C:3]2([CH3:39])[CH3:38])=[O:53])[CH2:51][C@H:48]1[C:46]([O:45][CH2:43][C:42]1[CH:41]=[CH:67][CH:66]=[CH:65][CH:64]=1)=[O:47], predict the reactants needed to synthesize it. The reactants are: [OH:1][C@H:2]1[CH2:19][CH2:18][C@@:17]2([CH3:20])[C@@H:4]([CH2:5][CH2:6][C@:7]3([CH3:37])[C@@H:16]2[CH2:15][CH2:14][C@H:13]2[C@@:8]3([CH3:36])[CH2:9][CH2:10][C@@:11]3([C:28]([N:30]4[CH2:35][CH2:34][O:33][CH2:32][CH2:31]4)=[O:29])[CH2:23][CH2:22][C@@H:21]([C:24]4([CH3:27])[CH2:26][CH2:25]4)[C@@H:12]32)[C:3]1([CH3:39])[CH3:38].Cl[C:41]1[CH:67]=[C:66](Cl)[CH:65]=[C:64](Cl)[C:42]=1[C:43]([O:45][C:46]([C@H:48]1[CH2:51][C@@H:50]([C:52](OCC2C=CC=CC=2)=[O:53])[C:49]1([CH3:63])[CH3:62])=[O:47])=O. (6) Given the product [C:18]([O:21][CH2:22][C:23]1[C:24]([N:38]2[CH2:50][CH2:49][N:41]3[C:42]4[CH2:43][CH2:44][CH2:45][CH2:46][C:47]=4[CH:48]=[C:40]3[C:39]2=[O:51])=[CH:25][CH:26]=[CH:27][C:28]=1[C:2]1[CH:3]=[C:4]([NH:10][C:11]2[CH:15]=[C:14]([CH2:16][CH3:17])[NH:13][N:12]=2)[C:5](=[O:9])[N:6]([CH3:8])[CH:7]=1)(=[O:20])[CH3:19], predict the reactants needed to synthesize it. The reactants are: Br[C:2]1[CH:3]=[C:4]([NH:10][C:11]2[CH:15]=[C:14]([CH2:16][CH3:17])[NH:13][N:12]=2)[C:5](=[O:9])[N:6]([CH3:8])[CH:7]=1.[C:18]([O:21][CH2:22][C:23]1[C:28](B2OC(C)(C)C(C)(C)O2)=[CH:27][CH:26]=[CH:25][C:24]=1[N:38]1[CH2:50][CH2:49][N:41]2[C:42]3[CH2:43][CH2:44][CH2:45][CH2:46][C:47]=3[CH:48]=[C:40]2[C:39]1=[O:51])(=[O:20])[CH3:19]. (7) The reactants are: C([O:8][C:9]1[C:18]2[C:13](=[CH:14][CH:15]=[CH:16][CH:17]=2)[C:12](O)=[C:11]([CH3:20])[CH:10]=1)C1C=CC=CC=1.C(=O)([O-])[O-:22].[K+].[K+].[Cl:27][CH2:28][CH:29]1[CH2:31][O:30]1.Cl.[C:33]1([CH3:45])[CH:38]=[CH:37][CH:36]=[CH:35][C:34]=1[N:39]1[CH2:44][CH2:43][NH:42][CH2:41][CH2:40]1. Given the product [ClH:27].[CH3:20][C:11]1[CH:10]=[C:9]([OH:8])[C:18]2[C:13](=[CH:14][CH:15]=[CH:16][CH:17]=2)[C:12]=1[O:30][CH2:31][CH:29]([OH:22])[CH2:28][N:42]1[CH2:41][CH2:40][N:39]([C:34]2[CH:35]=[CH:36][CH:37]=[CH:38][C:33]=2[CH3:45])[CH2:44][CH2:43]1, predict the reactants needed to synthesize it. (8) The reactants are: [CH3:1][C:2]([C:4]1[CH:9]=[CH:8][C:7]([Cl:10])=[CH:6][C:5]=1[OH:11])=[O:3].[CH3:12][C:13]([CH3:15])=O.N1CCCC1. Given the product [Cl:10][C:7]1[CH:8]=[CH:9][C:4]2[C:2](=[O:3])[CH2:1][C:13]([CH3:15])([CH3:12])[O:11][C:5]=2[CH:6]=1, predict the reactants needed to synthesize it. (9) The reactants are: [CH3:1][N:2]1[CH:6]=[C:5](B2OC(C)(C)C(C)(C)O2)[CH:4]=[N:3]1.Br[C:17]1[CH:26]=[C:25]2[C:20]([CH:21]=[CH:22][C:23]([C:27]([NH:29][C:30]3[CH:31]=[N:32][CH:33]=[CH:34][C:35]=3[N:36]3[CH2:41][C@H:40]([CH:42]4[CH2:44][CH2:43]4)[C@@H:39]([O:45][Si](C(C)(C)C)(C)C)[C@H:38]([NH:53]C(=O)OC(C)(C)C)[CH2:37]3)=[O:28])=[N:24]2)=[N:19][CH:18]=1. Given the product [NH2:53][C@H:38]1[C@H:39]([OH:45])[C@@H:40]([CH:42]2[CH2:43][CH2:44]2)[CH2:41][N:36]([C:35]2[CH:34]=[CH:33][N:32]=[CH:31][C:30]=2[NH:29][C:27]([C:23]2[CH:22]=[CH:21][C:20]3[C:25](=[CH:26][C:17]([C:5]4[CH:4]=[N:3][N:2]([CH3:1])[CH:6]=4)=[CH:18][N:19]=3)[N:24]=2)=[O:28])[CH2:37]1, predict the reactants needed to synthesize it.